From a dataset of Reaction yield outcomes from USPTO patents with 853,638 reactions. Predict the reaction yield, written as a fraction of the theoretical maximum amount of product (1.0 means a 100% yield; for example, 0.34 means a 34% yield). The reactants are C(N(CC)CC)C.[CH:8](=[O:15])[C:9]1[CH:14]=[CH:13][CH:12]=[CH:11][CH:10]=1.[O:16]1[CH2:21][CH2:20][O:19][C:18]2[CH:22]=[C:23]([C:26](=[O:32])[CH2:27][CH2:28]N(C)C)[CH:24]=[CH:25][C:17]1=2. The catalyst is O1CCOCC1.[Br-].C([N+]1C(C)=C(CCO)SC=1)C. The product is [O:16]1[CH2:21][CH2:20][O:19][C:18]2[CH:22]=[C:23]([C:26](=[O:32])[CH2:27][CH2:28][C:8]([C:9]3[CH:14]=[CH:13][CH:12]=[CH:11][CH:10]=3)=[O:15])[CH:24]=[CH:25][C:17]1=2. The yield is 0.120.